From a dataset of NCI-60 drug combinations with 297,098 pairs across 59 cell lines. Regression. Given two drug SMILES strings and cell line genomic features, predict the synergy score measuring deviation from expected non-interaction effect. Drug 1: CN(C)N=NC1=C(NC=N1)C(=O)N. Drug 2: CC1C(C(CC(O1)OC2CC(CC3=C2C(=C4C(=C3O)C(=O)C5=C(C4=O)C(=CC=C5)OC)O)(C(=O)CO)O)N)O.Cl. Cell line: HCT116. Synergy scores: CSS=36.7, Synergy_ZIP=-7.37, Synergy_Bliss=-10.2, Synergy_Loewe=-8.70, Synergy_HSA=-5.50.